Dataset: Full USPTO retrosynthesis dataset with 1.9M reactions from patents (1976-2016). Task: Predict the reactants needed to synthesize the given product. (1) Given the product [OH:12][C:13]1[CH:14]=[CH:15][C:16]([C:17]([NH:19][CH:20]([CH3:41])[C:21](=[O:40])[N:22]2[CH2:27][CH2:26][N:25]([C:28](=[O:39])[C:29]3[CH:34]=[CH:33][CH:32]=[CH:31][C:30]=3[C:35]([F:38])([F:37])[F:36])[CH2:24][CH2:23]2)=[O:18])=[CH:42][CH:43]=1, predict the reactants needed to synthesize it. The reactants are: C([O-])=O.[NH4+].C([O:12][C:13]1[CH:43]=[CH:42][C:16]([C:17]([NH:19][CH:20]([CH3:41])[C:21](=[O:40])[N:22]2[CH2:27][CH2:26][N:25]([C:28](=[O:39])[C:29]3[CH:34]=[CH:33][CH:32]=[CH:31][C:30]=3[C:35]([F:38])([F:37])[F:36])[CH2:24][CH2:23]2)=[O:18])=[CH:15][CH:14]=1)C1C=CC=CC=1. (2) Given the product [CH3:24][O:23][C:18]1[CH:19]=[CH:20][CH:21]=[CH:22][C:17]=1[C:13]1[CH:14]=[CH:15][CH:16]=[C:11]([N:9]2[CH:10]=[C:6]([C:4]([OH:5])=[O:3])[N:7]=[CH:8]2)[CH:12]=1, predict the reactants needed to synthesize it. The reactants are: C([O:3][C:4]([C:6]1[N:7]=[CH:8][N:9]([C:11]2[CH:12]=[C:13]([C:17]3[CH:22]=[CH:21][CH:20]=[CH:19][C:18]=3[O:23][CH3:24])[CH:14]=[CH:15][CH:16]=2)[CH:10]=1)=[O:5])C.[OH-].[K+]. (3) Given the product [CH2:11]([O:10][C:6]1[C:7](=[O:9])[CH:8]=[C:3]([CH2:2][NH:1][S:25]([C:20]2[CH:21]=[CH:22][CH:23]=[CH:24][C:19]=2[Cl:18])(=[O:27])=[O:26])[O:4][CH:5]=1)[C:12]1[CH:17]=[CH:16][CH:15]=[CH:14][CH:13]=1, predict the reactants needed to synthesize it. The reactants are: [NH2:1][CH2:2][C:3]1[O:4][CH:5]=[C:6]([O:10][CH2:11][C:12]2[CH:17]=[CH:16][CH:15]=[CH:14][CH:13]=2)[C:7](=[O:9])[CH:8]=1.[Cl:18][C:19]1[CH:24]=[CH:23][CH:22]=[CH:21][C:20]=1[S:25](Cl)(=[O:27])=[O:26].C(OC1C(=O)C=C(CNS(C2C=CC=CC=2)(=O)=O)OC=1)C1C=CC=CC=1. (4) Given the product [NH2:1][C:4]1[CH:17]=[CH:16][C:7]([C:8]([NH:10][C:11]2[S:12][CH:13]=[CH:14][N:15]=2)=[O:9])=[CH:6][CH:5]=1, predict the reactants needed to synthesize it. The reactants are: [N+:1]([C:4]1[CH:17]=[CH:16][C:7]([C:8]([NH:10][C:11]2[S:12][CH:13]=[CH:14][N:15]=2)=[O:9])=[CH:6][CH:5]=1)([O-])=O.CCO.C(OCC)(=O)C. (5) The reactants are: [NH2:1][C:2]1[N:7]=[C:6](Cl)[C:5]([CH2:9][C:10]2[CH:11]=[C:12]([CH2:16][C:17]#[N:18])[CH:13]=[CH:14][CH:15]=2)=[C:4]([CH3:19])[N:3]=1.[CH2:20]([NH2:25])[CH2:21][CH2:22][CH2:23][CH3:24]. Given the product [NH2:1][C:2]1[N:3]=[C:4]([CH3:19])[C:5]([CH2:9][C:10]2[CH:11]=[C:12]([CH2:16][C:17]#[N:18])[CH:13]=[CH:14][CH:15]=2)=[C:6]([NH:25][CH2:20][CH2:21][CH2:22][CH2:23][CH3:24])[N:7]=1, predict the reactants needed to synthesize it. (6) Given the product [NH2:8][NH:9][C:10]([C:12]1[CH:13]=[C:14]2[C:18](=[CH:19][CH:20]=1)[NH:17][N:16]=[C:15]2[C:21]1[CH:26]=[CH:25][C:24]([F:27])=[CH:23][CH:22]=1)=[O:11], predict the reactants needed to synthesize it. The reactants are: C(OC([NH:8][NH:9][C:10]([C:12]1[CH:13]=[C:14]2[C:18](=[CH:19][CH:20]=1)[NH:17][N:16]=[C:15]2[C:21]1[CH:26]=[CH:25][C:24]([F:27])=[CH:23][CH:22]=1)=[O:11])=O)(C)(C)C.Cl.[OH-].[Na+]. (7) The reactants are: [N:1]1[C:11]2[C:10]3[S:12][C:13]([C:15]4[CH:16]=[CH:17][C:18]([C:21]#[N:22])=[N:19][CH:20]=4)=[CH:14][C:9]=3[CH2:8][CH2:7][O:6][C:5]=2[CH:4]=[CH:3][CH:2]=1. Given the product [N:1]1[C:11]2[C:10]3[S:12][C:13]([C:15]4[CH:16]=[CH:17][C:18]([CH2:21][NH2:22])=[N:19][CH:20]=4)=[CH:14][C:9]=3[CH2:8][CH2:7][O:6][C:5]=2[CH:4]=[CH:3][CH:2]=1, predict the reactants needed to synthesize it. (8) Given the product [CH3:4][C@@H:3]([CH:2]=[CH2:1])[C@@H:19]([OH:28])[CH2:20][CH2:21][C:22]1[CH:27]=[CH:26][CH:25]=[CH:24][CH:23]=1, predict the reactants needed to synthesize it. The reactants are: [CH2:1]([Si]1(Cl)N(C)[C@H](C)[C@@H](C2C=CC=CC=2)O1)/[CH:2]=[CH:3]\[CH3:4].[CH:19](=[O:28])[CH2:20][CH2:21][C:22]1[CH:27]=[CH:26][CH:25]=[CH:24][CH:23]=1.Cl.CCOC(C)=O. (9) Given the product [Br:8][C:6]1[C:5]([F:9])=[CH:4][C:3]([OH:10])=[C:2]([N:1]=[CH:14][C:13]2[CH:16]=[CH:17][C:18]([F:20])=[CH:19][C:12]=2[F:11])[CH:7]=1, predict the reactants needed to synthesize it. The reactants are: [NH2:1][C:2]1[CH:7]=[C:6]([Br:8])[C:5]([F:9])=[CH:4][C:3]=1[OH:10].[F:11][C:12]1[CH:19]=[C:18]([F:20])[CH:17]=[CH:16][C:13]=1[CH:14]=O.C1(C)C=CC(S(O)(=O)=O)=CC=1.C(N(CC)CC)C.